From a dataset of Aqueous solubility values for 9,982 compounds from the AqSolDB database. Regression/Classification. Given a drug SMILES string, predict its absorption, distribution, metabolism, or excretion properties. Task type varies by dataset: regression for continuous measurements (e.g., permeability, clearance, half-life) or binary classification for categorical outcomes (e.g., BBB penetration, CYP inhibition). For this dataset (solubility_aqsoldb), we predict Y. (1) The compound is CCCOc1ccc(NC(C)=O)cc1. The Y is -3.06 log mol/L. (2) The compound is CCN(c1ccccc1)c1nc(Cl)nc(Nc2cc(S(=O)(=O)[O-])cc3c2C(=O)/C(=N/Nc2ccccc2S(=O)(=O)[O-])C(S(=O)(=O)[O-])=C3)n1.[Na+].[Na+].[Na+]. The Y is -0.267 log mol/L. (3) The molecule is COc1cc(N=Nc2ccc(S(=O)(=O)[O-])cc2)c(C)cc1N/N=C1/C(=O)c2ccc(Nc3ccccc3)cc2C=C1S(=O)(=O)[O-].[Na+].[Na+]. The Y is -2.05 log mol/L. (4) The molecule is NC(=Nc1ccc(N)cc1)N1Cc2cccc3cccc(c23)C1. The Y is -1.83 log mol/L. (5) The molecule is CCOP(=O)(O/C=C/Cl)OCC. The Y is -1.33 log mol/L. (6) The molecule is O=C(O)CCCCC(=O)O.[K+]. The Y is 0.732 log mol/L. (7) The compound is COc1ccc2cc(C(C)C(=O)O)ccc2c1. The Y is -3.29 log mol/L. (8) The molecule is C=CC(O)CCCCC. The Y is -1.82 log mol/L.